From a dataset of Forward reaction prediction with 1.9M reactions from USPTO patents (1976-2016). Predict the product of the given reaction. Given the reactants [CH:1](=O)[CH2:2][CH2:3][CH2:4][CH2:5][CH3:6].[NH2:8][CH2:9][C:10]([NH2:13])([CH3:12])[CH3:11], predict the reaction product. The product is: [CH2:1]([NH:8][CH2:9][C:10]([CH3:12])([NH2:13])[CH3:11])[CH2:2][CH2:3][CH2:4][CH2:5][CH3:6].